This data is from Forward reaction prediction with 1.9M reactions from USPTO patents (1976-2016). The task is: Predict the product of the given reaction. (1) Given the reactants [CH3:1][C:2]([CH3:50])([CH3:49])[C:3]([O:5][CH:6]([NH2:48])[O:7][C:8](=[O:47])[N:9]=[CH:10][C:11]1[CH:16]=[CH:15][C:14]([O:17]CC2C=CC=CC=2)=[C:13]([S:25](=[O:46])(=[O:45])[NH:26][CH2:27][CH2:28][C:29]2[CH:34]=[CH:33][C:32]([CH:35]([CH3:37])[CH3:36])=[CH:31][C:30]=2[O:38][CH2:39][C:40]([O:42][CH2:43][CH3:44])=[O:41])[CH:12]=1)=[O:4], predict the reaction product. The product is: [CH3:50][C:2]([CH3:1])([CH3:49])[C:3]([O:5][CH:6]([NH2:48])[O:7][C:8](=[O:47])[N:9]=[CH:10][C:11]1[CH:16]=[CH:15][C:14]([OH:17])=[C:13]([S:25](=[O:45])(=[O:46])[NH:26][CH2:27][CH2:28][C:29]2[CH:34]=[CH:33][C:32]([CH:35]([CH3:37])[CH3:36])=[CH:31][C:30]=2[O:38][CH2:39][C:40]([O:42][CH2:43][CH3:44])=[O:41])[CH:12]=1)=[O:4]. (2) Given the reactants [Cl:1][C:2]1[CH:28]=[C:27]([F:29])[C:26]([F:30])=[CH:25][C:3]=1[C:4]([NH:6][C:7](=[O:24])[NH:8][C:9]1[C:10]([N:15]2[CH2:20][CH2:19][CH:18]([C:21]([OH:23])=O)[CH2:17][CH2:16]2)=[N:11][CH:12]=[CH:13][CH:14]=1)=[O:5].C[N:32](C=O)C.[Cl-].[NH4+].CCN(C(C)C)C(C)C, predict the reaction product. The product is: [Cl:1][C:2]1[CH:28]=[C:27]([F:29])[C:26]([F:30])=[CH:25][C:3]=1[C:4]([NH:6][C:7](=[O:24])[NH:8][C:9]1[C:10]([N:15]2[CH2:16][CH2:17][CH:18]([C:21]([NH2:32])=[O:23])[CH2:19][CH2:20]2)=[N:11][CH:12]=[CH:13][CH:14]=1)=[O:5].